This data is from Full USPTO retrosynthesis dataset with 1.9M reactions from patents (1976-2016). The task is: Predict the reactants needed to synthesize the given product. (1) Given the product [CH3:1][O:2][C:3]([N:5]1[CH2:9][C@@H:8]([CH2:10][CH:11]([CH3:13])[CH3:12])[N:7]([CH:14]2[CH2:15][CH2:16][N:17]([CH2:42][C:39]3[C:38]([CH3:44])=[N:37][C:36]([S:35][C:32]4[CH:33]=[CH:34][C:29]([O:28][CH2:27][C:26]([O:25][C:21]([CH3:23])([CH3:22])[CH3:24])=[O:45])=[CH:30][CH:31]=4)=[CH:41][CH:40]=3)[CH2:18][CH2:19]2)[C:6]1=[O:20])=[O:4], predict the reactants needed to synthesize it. The reactants are: [CH3:1][O:2][C:3]([N:5]1[CH2:9][C@@H:8]([CH2:10][CH:11]([CH3:13])[CH3:12])[N:7]([CH:14]2[CH2:19][CH2:18][NH:17][CH2:16][CH2:15]2)[C:6]1=[O:20])=[O:4].[C:21]([O:25][C:26](=[O:45])[CH2:27][O:28][C:29]1[CH:34]=[CH:33][C:32]([S:35][C:36]2[CH:41]=[CH:40][C:39]([CH:42]=O)=[C:38]([CH3:44])[N:37]=2)=[CH:31][CH:30]=1)([CH3:24])([CH3:23])[CH3:22].C(O[BH-](OC(=O)C)OC(=O)C)(=O)C.[Na+]. (2) The reactants are: I[CH:2]1[CH2:5][N:4]([C:6]([O:8][C:9]([CH3:12])([CH3:11])[CH3:10])=[O:7])[CH2:3]1.C(=O)([O-])[O-].[Cs+].[Cs+].[C:19]([OH:22])(=[S:21])[CH3:20].CN(C)C=O. Given the product [C:19]([S:21][CH:2]1[CH2:5][N:4]([C:6]([O:8][C:9]([CH3:12])([CH3:11])[CH3:10])=[O:7])[CH2:3]1)(=[O:22])[CH3:20], predict the reactants needed to synthesize it. (3) Given the product [F:1][C:2]([F:14])([F:13])[C:3]1[CH:4]=[C:5]([CH2:9][C:10]([Cl:18])=[O:11])[CH:6]=[CH:7][CH:8]=1, predict the reactants needed to synthesize it. The reactants are: [F:1][C:2]([F:14])([F:13])[C:3]1[CH:4]=[C:5]([CH2:9][C:10](O)=[O:11])[CH:6]=[CH:7][CH:8]=1.C(Cl)(=O)C([Cl:18])=O.CN(C)C=O. (4) Given the product [NH2:29][C:27]1[S:28][C:24]([C@H:12]2[CH2:17][CH2:16][CH2:15][C@H:14]([C:18]3[S:22][C:21]([NH:23][C:8](=[O:10])[CH2:7][C:2]4[CH:3]=[CH:4][CH:5]=[CH:6][N:1]=4)=[N:20][N:19]=3)[CH2:13]2)=[N:25][N:26]=1, predict the reactants needed to synthesize it. The reactants are: [N:1]1[CH:6]=[CH:5][CH:4]=[CH:3][C:2]=1[CH2:7][C:8]([O:10]C)=O.[C@H:12]1([C:24]2[S:28][C:27]([NH2:29])=[N:26][N:25]=2)[CH2:17][CH2:16][CH2:15][C@H:14]([C:18]2[S:22][C:21]([NH2:23])=[N:20][N:19]=2)[CH2:13]1.C(=O)([O-])[O-].[Cs+].[Cs+].